Dataset: Catalyst prediction with 721,799 reactions and 888 catalyst types from USPTO. Task: Predict which catalyst facilitates the given reaction. (1) Reactant: [Cl:1][C:2]1[C:3]([NH:40][S:41]([CH3:44])(=[O:43])=[O:42])=[N:4][C:5]([N:30]([CH2:36][CH2:37][O:38][CH3:39])[CH2:31][C@@H:32]2[CH2:34][C@H:33]2[CH3:35])=[CH:6][C:7]=1[C:8]1[O:12][C:11]([C@@:13]([NH:22][C:23](=[O:29])[O:24][C:25]([CH3:28])([CH3:27])[CH3:26])([CH3:21])[CH2:14][C:15]2[CH:20]=[CH:19][CH:18]=[CH:17][CH:16]=2)=[N:10][N:9]=1.O[CH2:46][C:47]1[CH:52]=[CH:51][CH:50]=[CH:49][N:48]=1.C1(P(C2C=CC=CC=2)C2C=CC=CC=2)C=CC=CC=1.N(C(OC(C)C)=O)=NC(OC(C)C)=O. Product: [Cl:1][C:2]1[C:3]([N:40]([S:41]([CH3:44])(=[O:42])=[O:43])[CH2:46][C:47]2[CH:52]=[CH:51][CH:50]=[CH:49][N:48]=2)=[N:4][C:5]([N:30]([CH2:36][CH2:37][O:38][CH3:39])[CH2:31][C@@H:32]2[CH2:34][C@H:33]2[CH3:35])=[CH:6][C:7]=1[C:8]1[O:12][C:11]([C@@:13]([NH:22][C:23](=[O:29])[O:24][C:25]([CH3:26])([CH3:27])[CH3:28])([CH3:21])[CH2:14][C:15]2[CH:20]=[CH:19][CH:18]=[CH:17][CH:16]=2)=[N:10][N:9]=1. The catalyst class is: 11. (2) Reactant: Cl[C:2]1[N:7]=[C:6]([NH:8][C@H:9]([C:11]2[CH:16]=[CH:15][C:14]([F:17])=[CH:13][CH:12]=2)[CH3:10])[N:5]=[C:4]([C:18]2[CH:19]=[N:20][CH:21]=[C:22]([CH:25]=2)[C:23]#[N:24])[CH:3]=1.[NH2:26][C:27]1[CH:32]=[N:31][CH:30]=[CH:29][N:28]=1.C1(P(C2CCCCC2)C2C=CC=CC=2C2C(C(C)C)=CC(C(C)C)=CC=2C(C)C)CCCCC1.CC(C)([O-])C.[Na+]. Product: [F:17][C:14]1[CH:15]=[CH:16][C:11]([C@@H:9]([NH:8][C:6]2[N:5]=[C:4]([C:18]3[CH:19]=[N:20][CH:21]=[C:22]([CH:25]=3)[C:23]#[N:24])[CH:3]=[C:2]([NH:26][C:27]3[CH:32]=[N:31][CH:30]=[CH:29][N:28]=3)[N:7]=2)[CH3:10])=[CH:12][CH:13]=1. The catalyst class is: 11. (3) Reactant: C(OC([N:8]1[CH2:13][CH2:12][N:11]([C:14]2[CH:15]=[N:16][C:17]([NH:20][C:21]3[N:22]=[CH:23][C:24]4[C:30]([CH3:31])=[C:29]([Br:32])[C:28](=[O:33])[N:27]([CH:34]5[CH2:38][CH2:37][CH2:36][CH2:35]5)[C:25]=4[N:26]=3)=[CH:18][CH:19]=2)[CH2:10][CH2:9]1)=O)(C)(C)C.CO.Cl. Product: [Br:32][C:29]1[C:28](=[O:33])[N:27]([CH:34]2[CH2:38][CH2:37][CH2:36][CH2:35]2)[C:25]2[N:26]=[C:21]([NH:20][C:17]3[CH:18]=[CH:19][C:14]([N:11]4[CH2:12][CH2:13][NH:8][CH2:9][CH2:10]4)=[CH:15][N:16]=3)[N:22]=[CH:23][C:24]=2[C:30]=1[CH3:31]. The catalyst class is: 158.